This data is from Forward reaction prediction with 1.9M reactions from USPTO patents (1976-2016). The task is: Predict the product of the given reaction. (1) Given the reactants P([O:4][C@@:5](CCO)(C)[CH2:6]C([O-])=O)(=O)=O.C=CC(=C)C.[C:19]([S:22][CH2:23][CH2:24][NH:25][C:26](=[O:69])[CH2:27][CH2:28][NH:29][C:30](=[O:68])[C@H:31]([OH:67])[C:32]([CH3:66])([CH3:65])[CH2:33][O:34][P:35]([OH:64])(=[O:63])[O:36][P:37]([OH:62])(=[O:61])[O:38][CH2:39][C@H:40]1[O:44][C@@H:43]([N:45]2[C:54]3[N:53]=[CH:52][N:51]=[C:49]([NH2:50])[C:48]=3[N:47]=[CH:46]2)[C@H:42]([OH:55])[C@@H:41]1[O:56][P:57]([OH:60])([OH:59])=[O:58])(=[O:21])[CH3:20], predict the reaction product. The product is: [C:19]([S:22][CH2:23][CH2:24][NH:25][C:26](=[O:69])[CH2:27][CH2:28][NH:29][C:30](=[O:68])[C@H:31]([OH:67])[C:32]([CH3:65])([CH3:66])[CH2:33][O:34][P:35]([OH:64])(=[O:63])[O:36][P:37]([OH:62])(=[O:61])[O:38][CH2:39][C@H:40]1[O:44][C@@H:43]([N:45]2[C:54]3[N:53]=[CH:52][N:51]=[C:49]([NH2:50])[C:48]=3[N:47]=[CH:46]2)[C@H:42]([OH:55])[C@@H:41]1[O:56][P:57]([OH:60])([OH:59])=[O:58])(=[O:21])[CH2:20][C:5]([CH3:6])=[O:4]. (2) Given the reactants [CH:1]1[CH:6]=[C:5]2[C:7]3[CH:13]=[CH:12][CH:11]=[N:10][C:8]=3[NH:9][C:4]2=[CH:3][CH:2]=1.[CH3:14][N:15]1[CH2:27][CH2:26][C:25]2[C:24]3[C:19](=[CH:20][CH:21]=[C:22]([CH3:28])[CH:23]=3)[N:18]([CH2:29][C:30]([OH:32])=[O:31])[C:17]=2[CH2:16]1, predict the reaction product. The product is: [CH2:7]1[CH2:13][CH2:12][CH:11]([N:10]=[C:8]=[N:9][CH:4]2[CH2:3][CH2:2][CH2:1][CH2:6][CH2:5]2)[CH2:17][CH2:16]1.[CH3:14][N:15]1[CH2:27][CH2:26][C:25]2[C:24]3[C:19](=[CH:20][CH:21]=[C:22]([CH3:28])[CH:23]=3)[N:18]([CH2:29][C:30]([O:32][CH2:3][CH2:4][CH:5]([CH3:7])[CH3:6])=[O:31])[C:17]=2[CH2:16]1.